This data is from Forward reaction prediction with 1.9M reactions from USPTO patents (1976-2016). The task is: Predict the product of the given reaction. (1) Given the reactants N([O-])=[O:2].[Na+].[Cl:5][C:6]1[N:14]=[C:13]([Cl:15])[CH:12]=[C:11]([C:16]([F:19])([F:18])[F:17])[C:7]=1[C:8](N)=[O:9], predict the reaction product. The product is: [Cl:5][C:6]1[N:14]=[C:13]([Cl:15])[CH:12]=[C:11]([C:16]([F:19])([F:18])[F:17])[C:7]=1[C:8]([OH:2])=[O:9]. (2) The product is: [C:11]([OH:21])(=[O:20])[C:12]1[NH:19][C:17](=[O:18])[NH:16][C:14](=[O:15])[CH:13]=1.[O:2]=[C:3]([CH2:5][N:6]([C:8](=[NH:9])[NH2:10])[CH3:7])[OH:4]. Given the reactants O.[O:2]=[C:3]([CH2:5][N:6]([C:8](=[NH:10])[NH2:9])[CH3:7])[OH:4].[C:11]([OH:21])(=[O:20])[C:12]1[NH:19][C:17](=[O:18])[NH:16][C:14](=[O:15])[CH:13]=1, predict the reaction product. (3) Given the reactants [H-].[Na+].O1CCCC1.[OH:8][CH2:9][CH2:10][CH2:11][N:12]1[CH2:17][CH2:16][O:15][CH2:14][CH2:13]1.[CH2:18]([Sn:22]([CH2:29][CH2:30][CH2:31][CH3:32])([CH2:25][CH2:26][CH2:27][CH3:28])[CH2:23]I)[CH2:19][CH2:20][CH3:21], predict the reaction product. The product is: [CH2:18]([Sn:22]([CH2:23][O:8][CH2:9][CH2:10][CH2:11][N:12]1[CH2:17][CH2:16][O:15][CH2:14][CH2:13]1)([CH2:25][CH2:26][CH2:27][CH3:28])[CH2:29][CH2:30][CH2:31][CH3:32])[CH2:19][CH2:20][CH3:21]. (4) Given the reactants Cl.Cl.FC1C=CC=C2C=1N([C:13]1[N:17]=[C:16](C3CCN(C4CCNCC4)CC3)[O:15]N=1)N=C2C(C)C.Cl.Cl.[CH2:35]([C:37]1[C:45]2[C:40](=[C:41]([F:46])[CH:42]=[CH:43][CH:44]=2)[N:39]([C:47]2[N:51]=[C:50]([CH:52]3[CH2:57][CH2:56][N:55]([CH2:58][C@H:59]4[CH2:63][CH2:62][CH2:61][NH:60]4)[CH2:54][CH2:53]3)[O:49][N:48]=2)[N:38]=1)[CH3:36], predict the reaction product. The product is: [CH2:35]([C:37]1[C:45]2[C:40](=[C:41]([F:46])[CH:42]=[CH:43][CH:44]=2)[N:39]([C:47]2[N:51]=[C:50]([CH:52]3[CH2:53][CH2:54][N:55]([CH2:58][C@H:59]4[CH2:63][CH2:62][CH2:61][N:60]4[C:16]([NH:17][CH3:13])=[O:15])[CH2:56][CH2:57]3)[O:49][N:48]=2)[N:38]=1)[CH3:36]. (5) Given the reactants Cl[CH:2]([CH:18]1[CH2:23][CH2:22][CH2:21][CH2:20][CH2:19]1)[C:3]1[C:11]2[C:6](=[CH:7][CH:8]=[CH:9][CH:10]=2)[N:5]([C:12]2[CH:17]=[CH:16][CH:15]=[CH:14][CH:13]=2)[N:4]=1.[NH2:24][C:25]1[CH:30]=[CH:29][C:28]([C:31]([N:33]([CH3:41])[CH2:34][CH2:35][C:36]([O:38]CC)=[O:37])=[O:32])=[CH:27][CH:26]=1, predict the reaction product. The product is: [CH:18]1([CH:2]([NH:24][C:25]2[CH:26]=[CH:27][C:28]([C:31]([N:33]([CH3:41])[CH2:34][CH2:35][C:36]([OH:38])=[O:37])=[O:32])=[CH:29][CH:30]=2)[C:3]2[C:11]3[C:6](=[CH:7][CH:8]=[CH:9][CH:10]=3)[N:5]([C:12]3[CH:17]=[CH:16][CH:15]=[CH:14][CH:13]=3)[N:4]=2)[CH2:23][CH2:22][CH2:21][CH2:20][CH2:19]1. (6) Given the reactants [CH3:1][NH:2][C:3]1[C:8]([C:9]2[CH:14]=[CH:13][CH:12]=[CH:11][C:10]=2[CH3:15])=[CH:7][N:6]=[N:5][CH:4]=1.[Cl:16][C:17]1[CH:18]=[C:19]([CH:23]=[C:24]([S:26]([CH3:29])(=[O:28])=[O:27])[CH:25]=1)[C:20]([OH:22])=O, predict the reaction product. The product is: [Cl:16][C:17]1[CH:18]=[C:19]([CH:23]=[C:24]([S:26]([CH3:29])(=[O:28])=[O:27])[CH:25]=1)[C:20]([N:2]([CH3:1])[C:3]1[C:8]([C:9]2[CH:14]=[CH:13][CH:12]=[CH:11][C:10]=2[CH3:15])=[CH:7][N:6]=[N:5][CH:4]=1)=[O:22]. (7) Given the reactants Cl[C:2]1[N:3]=[C:4]([N:15]2[CH2:20][CH2:19][O:18][CH2:17][CH2:16]2)[C:5]2[S:10][C:9]([C:11]([NH2:14])([CH3:13])[CH3:12])=[CH:8][C:6]=2[N:7]=1.CCN(CC)CC.[C:28](Cl)(=[O:30])[CH3:29].CC1(C)C(C)(C)OB([C:40]2[CH:48]=[CH:47][CH:46]=[C:45]3[C:41]=2[CH:42]=[N:43][NH:44]3)O1, predict the reaction product. The product is: [NH:44]1[C:45]2[C:41](=[C:40]([C:2]3[N:3]=[C:4]([N:15]4[CH2:20][CH2:19][O:18][CH2:17][CH2:16]4)[C:5]4[S:10][C:9]([C:11]([NH:14][C:28](=[O:30])[CH3:29])([CH3:13])[CH3:12])=[CH:8][C:6]=4[N:7]=3)[CH:48]=[CH:47][CH:46]=2)[CH:42]=[N:43]1. (8) The product is: [NH2:12][C:13]1[N:14]=[C:15]([Cl:20])[CH:16]=[C:17]([C:3]2[CH:4]=[C:5]([Br:8])[CH:6]=[CH:7][C:2]=2[CH3:1])[N:18]=1. Given the reactants [CH3:1][C:2]1[CH:7]=[CH:6][C:5]([Br:8])=[CH:4][C:3]=1B(O)O.[NH2:12][C:13]1[N:18]=[C:17](Cl)[CH:16]=[C:15]([Cl:20])[N:14]=1.C(=O)([O-])[O-].[Na+].[Na+].C1(P(C2C=CC=CC=2)C2C=CC=CC=2)C=CC=CC=1, predict the reaction product. (9) Given the reactants [CH3:1][C:2]1([CH3:20])[O:7][CH2:6][CH:5]([NH:8][C:9]2[C:14]([N+:15]([O-])=O)=[CH:13][CH:12]=[C:11]([O:18][CH3:19])[N:10]=2)[CH2:4][O:3]1.[H][H], predict the reaction product. The product is: [CH3:1][C:2]1([CH3:20])[O:7][CH2:6][CH:5]([NH:8][C:9]2[C:14]([NH2:15])=[CH:13][CH:12]=[C:11]([O:18][CH3:19])[N:10]=2)[CH2:4][O:3]1. (10) Given the reactants [CH3:1][C:2]([O:5][C:6]([N:8]1[CH2:13][CH2:12][N:11]([S:14]([NH2:17])(=[O:16])=[O:15])[CH2:10][CH2:9]1)=[O:7])([CH3:4])[CH3:3].C1(P(C2CCCCC2)C2C=CC=CC=2C2C(C(C)C)=CC(C(C)C)=CC=2C(C)C)CCCCC1.C(=O)([O-])[O-].[Cs+].[Cs+].Cl[C:59]1[N:64]=[C:63]([S:65][CH2:66][C:67]2[CH:72]=[CH:71][CH:70]=[C:69]([F:73])[C:68]=2[F:74])[N:62]=[C:61]([O:75][CH2:76][CH2:77][CH2:78][OH:79])[CH:60]=1, predict the reaction product. The product is: [F:74][C:68]1[C:69]([F:73])=[CH:70][CH:71]=[CH:72][C:67]=1[CH2:66][S:65][C:63]1[N:64]=[C:59]([NH:17][S:14]([N:11]2[CH2:12][CH2:13][N:8]([C:6]([O:5][C:2]([CH3:1])([CH3:3])[CH3:4])=[O:7])[CH2:9][CH2:10]2)(=[O:16])=[O:15])[CH:60]=[C:61]([O:75][CH2:76][CH2:77][CH2:78][OH:79])[N:62]=1.